Dataset: Forward reaction prediction with 1.9M reactions from USPTO patents (1976-2016). Task: Predict the product of the given reaction. (1) Given the reactants [Br-].[CH:2]1[C:11]2[C:6](=[CH:7][CH:8]=[CH:9][CH:10]=2)[CH:5]=[CH:4][C:3]=1[CH:12]([P+](C1C=CC=CC=1)(C1C=CC=CC=1)C1C=CC=CC=1)[CH3:13].[Li]CCCC.[CH3:38][CH:39]([CH2:43][C:44]([CH3:47])([CH3:46])[CH3:45])[CH2:40][CH:41]=O, predict the reaction product. The product is: [CH3:38][CH:39]([CH2:43][C:44]([CH3:47])([CH3:46])[CH3:45])[CH2:40][CH:41]=[C:12]([C:3]1[CH:4]=[CH:5][C:6]2[C:11](=[CH:10][CH:9]=[CH:8][CH:7]=2)[CH:2]=1)[CH3:13]. (2) Given the reactants [N+:1]([C:4]1[CH:5]=[CH:6][C:7]2[NH:12][C:11](=[O:13])[CH2:10][O:9][C:8]=2[CH:14]=1)([O-])=O.[H][H], predict the reaction product. The product is: [NH2:1][C:4]1[CH:5]=[CH:6][C:7]2[NH:12][C:11](=[O:13])[CH2:10][O:9][C:8]=2[CH:14]=1. (3) Given the reactants [CH:1]([N:14]1[CH2:17][C:16]([CH2:20][CH3:21])([C:18]#[N:19])[CH2:15]1)([C:8]1[CH:13]=[CH:12][CH:11]=[CH:10][CH:9]=1)[C:2]1[CH:7]=[CH:6][CH:5]=[CH:4][CH:3]=1.[H-].[H-].[H-].[H-].[Li+].[Al+3].C(OCC)C.[OH-].[Na+], predict the reaction product. The product is: [CH:1]([N:14]1[CH2:17][C:16]([CH2:18][NH2:19])([CH2:20][CH3:21])[CH2:15]1)([C:8]1[CH:13]=[CH:12][CH:11]=[CH:10][CH:9]=1)[C:2]1[CH:3]=[CH:4][CH:5]=[CH:6][CH:7]=1. (4) The product is: [F:1][C:2]1[CH:7]=[CH:6][CH:5]=[C:4]([F:8])[C:3]=1[C:9]1[NH:13][C:12]([CH3:14])=[C:11]([C:15]([NH2:24])=[O:17])[CH:10]=1. Given the reactants [F:1][C:2]1[CH:7]=[CH:6][CH:5]=[C:4]([F:8])[C:3]=1[C:9]1[NH:13][C:12]([CH3:14])=[C:11]([C:15]([OH:17])=O)[CH:10]=1.C1C=CC2N(O)N=[N:24]C=2C=1.C(N=C=NCCCN(C)C)C.[Cl-].[NH4+].C(N(C(C)C)CC)(C)C, predict the reaction product.